From a dataset of Full USPTO retrosynthesis dataset with 1.9M reactions from patents (1976-2016). Predict the reactants needed to synthesize the given product. (1) Given the product [F:26][C:16]1[C:17]([O:24][CH3:25])=[CH:18][C:19]([O:22][CH3:23])=[C:20]([F:21])[C:15]=1[N:10]1[CH2:11][C:12]2[CH:13]=[N:14][C:5]3[NH:4][N:3]=[C:2]([C:40]4[CH:39]=[CH:38][C:37]([N:34]5[CH2:35][CH2:36][N:31]([CH2:29][CH3:30])[CH2:32][CH2:33]5)=[CH:42][CH:41]=4)[C:6]=3[C:7]=2[N:8]([CH3:28])[C:9]1=[O:27], predict the reactants needed to synthesize it. The reactants are: Br[C:2]1[C:6]2[C:7]3[N:8]([CH3:28])[C:9](=[O:27])[N:10]([C:15]4[C:20]([F:21])=[C:19]([O:22][CH3:23])[CH:18]=[C:17]([O:24][CH3:25])[C:16]=4[F:26])[CH2:11][C:12]=3[CH:13]=[N:14][C:5]=2[NH:4][N:3]=1.[CH2:29]([N:31]1[CH2:36][CH2:35][N:34]([C:37]2[CH:42]=[CH:41][C:40](B3OC(C)(C)C(C)(C)O3)=[CH:39][CH:38]=2)[CH2:33][CH2:32]1)[CH3:30].C(=O)([O-])[O-].[K+].[K+]. (2) Given the product [CH3:23][N:24]1[CH:28]=[C:27]([NH:29][C:2]2[N:3]=[C:4]([NH:11][C@@H:12]3[CH2:17][CH2:16][C@H:15]([NH:18][C:19](=[O:22])[CH:20]=[CH2:21])[CH2:14][CH2:13]3)[C:5]3[S:10][CH:9]=[CH:8][C:6]=3[N:7]=2)[CH:26]=[N:25]1, predict the reactants needed to synthesize it. The reactants are: Cl[C:2]1[N:3]=[C:4]([NH:11][C@@H:12]2[CH2:17][CH2:16][C@H:15]([NH:18][C:19](=[O:22])[CH:20]=[CH2:21])[CH2:14][CH2:13]2)[C:5]2[S:10][CH:9]=[CH:8][C:6]=2[N:7]=1.[CH3:23][N:24]1[CH:28]=[C:27]([NH2:29])[CH:26]=[N:25]1.FC(F)(F)C(O)=O.[OH-].[Na+]. (3) The reactants are: [C:1]([NH:4][C:5]1[S:6][C:7]2[C:13]3[N:14]([CH:20]4[CH2:25][CH2:24][N:23]([C:26]([CH:28]5[CH2:33][CH2:32][N:31](C(OC(C)(C)C)=O)[CH2:30][CH2:29]5)=[O:27])[CH2:22][CH2:21]4)[N:15]=[C:16]([CH:17]4[CH2:19][CH2:18]4)[C:12]=3[CH2:11][CH2:10][C:8]=2[N:9]=1)(=[O:3])[CH3:2].FC(F)(F)C(O)=O. Given the product [CH:17]1([C:16]2[C:12]3[CH2:11][CH2:10][C:8]4[N:9]=[C:5]([NH:4][C:1](=[O:3])[CH3:2])[S:6][C:7]=4[C:13]=3[N:14]([CH:20]3[CH2:21][CH2:22][N:23]([C:26]([CH:28]4[CH2:29][CH2:30][NH:31][CH2:32][CH2:33]4)=[O:27])[CH2:24][CH2:25]3)[N:15]=2)[CH2:19][CH2:18]1, predict the reactants needed to synthesize it. (4) Given the product [F:7][C:8]1[CH:15]=[CH:14][C:11]([CH2:12][NH:6][CH:4]2[CH2:1][CH:3]([O:23][CH3:16])[CH2:5]2)=[CH:10][CH:9]=1, predict the reactants needed to synthesize it. The reactants are: [CH:1]1([C@@H:4]([NH2:6])[CH3:5])[CH2:3]C1.[F:7][C:8]1[CH:15]=[CH:14][C:11]([CH:12]=O)=[CH:10][CH:9]=1.[CH:16](=[O:23])C1C=CC=CC=1. (5) The reactants are: [OH:1][CH2:2][CH2:3][N:4]1[C:16]2[C:15]3[N:14]=[C:13]([NH:17][C:18]4[CH:23]=[C:22]([N:24]5[CH2:29][CH2:28][N:27]([CH3:30])[CH2:26][CH2:25]5)[CH:21]=[CH:20][C:19]=4[O:31][C:32]([F:35])([F:34])[F:33])[N:12]=[CH:11][C:10]=3[CH2:9][CH2:8][C:7]=2[C:6]([C:36]([O:38]CC)=[O:37])=[N:5]1.[OH-].[K+:42]. Given the product [OH:1][CH2:2][CH2:3][N:4]1[C:16]2[C:15]3[N:14]=[C:13]([NH:17][C:18]4[CH:23]=[C:22]([N:24]5[CH2:29][CH2:28][N:27]([CH3:30])[CH2:26][CH2:25]5)[CH:21]=[CH:20][C:19]=4[O:31][C:32]([F:34])([F:35])[F:33])[N:12]=[CH:11][C:10]=3[CH2:9][CH2:8][C:7]=2[C:6]([C:36]([O-:38])=[O:37])=[N:5]1.[K+:42], predict the reactants needed to synthesize it.